This data is from Catalyst prediction with 721,799 reactions and 888 catalyst types from USPTO. The task is: Predict which catalyst facilitates the given reaction. Reactant: [CH:1]([OH:3])=[O:2].F[C:5]1[CH:13]=[C:12]([NH:14][C:15]2[N:20]=[C:19]([NH:21][CH2:22][C:23]3[C:24]([N:29]([CH3:34])[S:30]([CH3:33])(=[O:32])=[O:31])=[N:25][CH:26]=[CH:27][CH:28]=3)[C:18]([C:35]([F:38])([F:37])[F:36])=[CH:17][N:16]=2)[CH:11]=[CH:10][C:6]=1[C:7]([NH2:9])=[O:8].NC1C=CC(C(N)=O)=CC=1[F:49]. Product: [CH:1]([OH:3])=[O:2].[F:49][C:13]1[CH:5]=[C:6]([CH:10]=[CH:11][C:12]=1[NH:14][C:15]1[N:20]=[C:19]([NH:21][CH2:22][C:23]2[C:24]([N:29]([CH3:34])[S:30]([CH3:33])(=[O:32])=[O:31])=[N:25][CH:26]=[CH:27][CH:28]=2)[C:18]([C:35]([F:36])([F:38])[F:37])=[CH:17][N:16]=1)[C:7]([NH2:9])=[O:8]. The catalyst class is: 106.